Dataset: Full USPTO retrosynthesis dataset with 1.9M reactions from patents (1976-2016). Task: Predict the reactants needed to synthesize the given product. (1) Given the product [CH2:1]([N:8]1[CH2:12][CH2:11][CH:10]([NH:13][C:29](=[O:30])[CH2:25][C:26]([O:27][CH2:20][CH3:22])=[O:36])[CH2:9]1)[C:2]1[CH:3]=[CH:4][CH:5]=[CH:6][CH:7]=1, predict the reactants needed to synthesize it. The reactants are: [CH2:1]([N:8]1[CH2:12][CH2:11][CH:10]([NH2:13])[CH2:9]1)[C:2]1[CH:7]=[CH:6][CH:5]=[CH:4][CH:3]=1.CCN([CH:20]([CH3:22])C)C(C)C.C([CH:25]([C:29](Cl)=[O:30])[C:26](Cl)=[O:27])C.CN(C=[O:36])C. (2) Given the product [F:1][C:2]1[CH:7]=[CH:6][C:5]([OH:8])=[CH:4][C:3]=1[N:9]1[CH2:14][CH2:13][CH:12]([O:15][C:16]2[CH:17]=[CH:18][C:19]([N:22]3[C@@H:26]([CH2:27][C:28]([OH:30])=[O:29])[C@H:25]([CH3:33])[C:24]([C:34]([F:35])([F:36])[F:37])=[N:23]3)=[CH:20][CH:21]=2)[CH2:11][CH2:10]1, predict the reactants needed to synthesize it. The reactants are: [F:1][C:2]1[CH:7]=[CH:6][C:5]([OH:8])=[CH:4][C:3]=1[N:9]1[CH2:14][CH2:13][CH:12]([O:15][C:16]2[CH:21]=[CH:20][C:19]([N:22]3[C@@H:26]([CH2:27][C:28]([O:30]CC)=[O:29])[C@H:25]([CH3:33])[C:24]([C:34]([F:37])([F:36])[F:35])=[N:23]3)=[CH:18][CH:17]=2)[CH2:11][CH2:10]1.C(Cl)(=O)C.Cl.FC1C=CC(OC)=CC=1N1CCC(OC2C=CC(N3[C@@H](CC(O)=O)[C@H](C)C(C(F)(F)F)=N3)=CC=2)CC1.B(Br)(Br)Br. (3) Given the product [Br:14][CH2:13][CH2:12][CH2:11][CH2:10][CH2:9][CH2:8][CH2:7][CH2:6][CH2:5][CH2:4][CH2:3][CH2:2][C:25]#[C:24][C@@H:23]([OH:22])[CH2:26][O:27][C:28]1[CH:33]=[CH:32][CH:31]=[CH:30][CH:29]=1, predict the reactants needed to synthesize it. The reactants are: Br[CH2:2][CH2:3][CH2:4][CH2:5][CH2:6][CH2:7][CH2:8][CH2:9][CH2:10][CH2:11][CH2:12][CH2:13][Br:14].[Si]([O:22][C@@H:23]([CH2:26][O:27][C:28]1[CH:33]=[CH:32][CH:31]=[CH:30][CH:29]=1)[C:24]#[CH:25])(C(C)(C)C)(C)C.O1CCCCC1OCCCC#C. (4) Given the product [C:21]([C:15]1[N:14]=[C:13]([C:10]2[CH:11]=[CH:12][C:7]([C:33]3[CH:32]=[CH:31][C:30]([CH2:43][C:44]([O:46][CH3:47])=[O:45])=[CH:29][C:28]=3[F:27])=[C:8]([F:24])[CH:9]=2)[C:18]([CH3:19])=[N:17][C:16]=1[CH3:20])(=[O:23])[NH2:22], predict the reactants needed to synthesize it. The reactants are: FC(F)(F)S(O[C:7]1[CH:12]=[CH:11][C:10]([C:13]2[C:18]([CH3:19])=[N:17][C:16]([CH3:20])=[C:15]([C:21](=[O:23])[NH2:22])[N:14]=2)=[CH:9][C:8]=1[F:24])(=O)=O.[F:27][C:28]1[CH:29]=[C:30]([CH2:43][C:44]([O:46][CH3:47])=[O:45])[CH:31]=[CH:32][C:33]=1B1OC(C)(C)C(C)(C)O1.P([O-])([O-])([O-])=O.[K+].[K+].[K+].CO.